Dataset: Full USPTO retrosynthesis dataset with 1.9M reactions from patents (1976-2016). Task: Predict the reactants needed to synthesize the given product. (1) Given the product [Cl:12][C:9]1[CH:10]=[CH:11][C:6]([CH:5]([Cl:20])[O:4][CH2:1][C:2]#[CH:3])=[CH:7][CH:8]=1, predict the reactants needed to synthesize it. The reactants are: [CH2:1]([O:4][CH:5](OCC#C)[C:6]1[CH:11]=[CH:10][C:9]([Cl:12])=[CH:8][CH:7]=1)[C:2]#[CH:3].C([Cl:20])(=O)C.S(Cl)(Cl)=O. (2) Given the product [OH:25][C:26]([CH3:27])([CH3:20])[CH2:14][CH:11]1[CH2:12][CH2:13][NH:8][CH2:9][CH2:10]1, predict the reactants needed to synthesize it. The reactants are: C(OC([N:8]1[CH2:13][CH2:12][CH:11]([CH2:14]CC(OC)=O)[CH2:10][CH2:9]1)=O)(C)(C)C.[CH3:20][Mg+].[Br-].CC[O:25][CH2:26][CH3:27]. (3) Given the product [Cl:27][C:9]1[C:10]2[C:5](=[CH:4][C:3]([O:2][CH3:1])=[CH:12][CH:11]=2)[C:6]([N:14]2[CH2:19][CH2:18][N:17]([S:21]([CH3:20])(=[O:23])=[O:22])[CH2:16][CH2:15]2)=[CH:7][N:8]=1, predict the reactants needed to synthesize it. The reactants are: [CH3:1][O:2][C:3]1[CH:4]=[C:5]2[C:10](=[CH:11][CH:12]=1)[C:9](O)=[N:8][CH:7]=[C:6]2[N:14]1[CH2:19][CH2:18][NH:17][CH2:16][CH2:15]1.[CH3:20][S:21](Cl)(=[O:23])=[O:22].P(Cl)(Cl)([Cl:27])=O. (4) The reactants are: C[O:2][C:3]([C:5]1[C:6]([C:14]2[CH:19]=[CH:18][CH:17]=[CH:16][C:15]=2[N+:20]([O-:22])=[O:21])=[CH:7][CH:8]=[C:9]([C:11](=[S:13])[NH2:12])[CH:10]=1)=[O:4].[F:23][C:24]([F:36])([F:35])[C:25]1[CH:26]=[C:27]([CH:32]=[CH:33][CH:34]=1)[C:28](=O)[CH2:29]Br. Given the product [N+:20]([C:15]1[CH:16]=[CH:17][CH:18]=[CH:19][C:14]=1[C:6]1[C:5]([C:3]([OH:2])=[O:4])=[CH:10][C:9]([C:11]2[S:13][CH:29]=[C:28]([C:27]3[CH:32]=[CH:33][CH:34]=[C:25]([C:24]([F:23])([F:35])[F:36])[CH:26]=3)[N:12]=2)=[CH:8][CH:7]=1)([O-:22])=[O:21], predict the reactants needed to synthesize it. (5) The reactants are: C(OC(C1(NC(OC(C)(C)C)=O)CC(O)C2C1C2C(OCC)=O)=O)C.ClC1C=C(N=C=O)C=CC=1.C([O:38][C:39]([C:41]1([NH:63]C(OC(C)(C)C)=O)[CH2:46][CH:45]([O:47][C:48](=[O:57])[NH:49][C:50]2[CH:55]=[CH:54][CH:53]=[C:52]([Cl:56])[CH:51]=2)[CH:44]2[CH:42]1[CH:43]2[C:58]([O:60]CC)=[O:59])=[O:40])C. Given the product [NH2:63][C:41]1([C:39]([OH:40])=[O:38])[CH2:46][CH:45]([O:47][C:48](=[O:57])[NH:49][C:50]2[CH:55]=[CH:54][CH:53]=[C:52]([Cl:56])[CH:51]=2)[CH:44]2[CH:42]1[CH:43]2[C:58]([OH:60])=[O:59], predict the reactants needed to synthesize it. (6) Given the product [Cl:1][C:2]1[CH:7]=[CH:6][C:69]([C@@H:70]([OH:73])[CH2:71][OH:32])=[CH:4][C:3]=1[F:10], predict the reactants needed to synthesize it. The reactants are: [Cl:1][C:2]1[CH:7]=[CH:6]C(C=C)=[CH:4][C:3]=1[F:10].CC[C@@H]1[C@@H]2C[C@H]([C@@H](OC3C4C(=CC=CC=4)C(O[C@@H](C4C=CN=C5C=4C=C(OC)C=C5)[C@@H]4N5C[C@H](CC)[C@@H](CC5)C4)=NN=3)C3C=CN=C4C=3C=C([O:32]C)C=C4)N(CC2)C1.[CH3:69][C:70]([OH:73])(C)[CH3:71].O. (7) Given the product [CH2:1]([N:3]([C:15]1[C:24]([O:25][CH2:26][CH2:27][CH2:28][CH2:29][CH2:30][CH3:31])=[CH:23][C:22]2[C:21]([CH3:32])([CH3:33])[CH2:20][CH:19]=[C:18]([CH3:34])[C:17]=2[CH:16]=1)[C:4]1[CH:14]=[CH:13][C:7]([C:8]([OH:10])=[O:9])=[CH:6][CH:5]=1)[CH3:2], predict the reactants needed to synthesize it. The reactants are: [CH2:1]([N:3]([C:15]1[C:24]([O:25][CH2:26][CH2:27][CH2:28][CH2:29][CH2:30][CH3:31])=[CH:23][C:22]2[C:21]([CH3:33])([CH3:32])[CH2:20][CH:19]=[C:18]([CH3:34])[C:17]=2[CH:16]=1)[C:4]1[CH:14]=[CH:13][C:7]([C:8]([O:10]CC)=[O:9])=[CH:6][CH:5]=1)[CH3:2].[OH-].[K+].